The task is: Predict the product of the given reaction.. This data is from Forward reaction prediction with 1.9M reactions from USPTO patents (1976-2016). Given the reactants CC1(C)C(C)(C)OB([C:9]2[CH:14]=[CH:13][CH:12]=[CH:11][C:10]=2[O:15][C:16]2[CH:21]=[CH:20][C:19]([N+:22]([O-:24])=[O:23])=[CH:18][CH:17]=2)O1.C([O-])(=O)C.[K+].Cl[C:32]1[CH:37]=[CH:36][N:35]=[C:34]([NH2:38])[N:33]=1.C(#N)C, predict the reaction product. The product is: [N+:22]([C:19]1[CH:18]=[CH:17][C:16]([O:15][C:10]2[CH:11]=[CH:12][CH:13]=[CH:14][C:9]=2[C:32]2[CH:37]=[CH:36][N:35]=[C:34]([NH2:38])[N:33]=2)=[CH:21][CH:20]=1)([O-:24])=[O:23].